Dataset: Reaction yield outcomes from USPTO patents with 853,638 reactions. Task: Predict the reaction yield, written as a fraction of the theoretical maximum amount of product (1.0 means a 100% yield; for example, 0.34 means a 34% yield). The reactants are [CH:1]([O:4][C:5]1[CH:6]=[C:7]([C:13](=O)[CH3:14])[CH:8]=[CH:9][C:10]=1[O:11][CH3:12])([CH3:3])[CH3:2].Cl.[N+:17]([C:20]1[CH:28]=[CH:27][C:23]([CH2:24][O:25][NH2:26])=[CH:22][CH:21]=1)([O-:19])=[O:18]. No catalyst specified. The product is [N+:17]([C:20]1[CH:21]=[CH:22][C:23]([CH2:24][O:25]/[N:26]=[C:13](/[C:7]2[CH:8]=[CH:9][C:10]([O:11][CH3:12])=[C:5]([O:4][CH:1]([CH3:3])[CH3:2])[CH:6]=2)\[CH3:14])=[CH:27][CH:28]=1)([O-:19])=[O:18]. The yield is 0.890.